Dataset: Reaction yield outcomes from USPTO patents with 853,638 reactions. Task: Predict the reaction yield, written as a fraction of the theoretical maximum amount of product (1.0 means a 100% yield; for example, 0.34 means a 34% yield). (1) No catalyst specified. The product is [ClH:39].[CH3:1][O:2][C:3]1[N:8]=[CH:7][C:6]([C:9]2[CH:18]=[CH:17][C:16]3[N:15]=[CH:14][C:13]4[CH2:19][N:20]([CH3:37])[C:21](=[O:36])[N:22]([CH:23]5[CH2:28][CH2:27][NH:26][CH2:25][CH2:24]5)[C:12]=4[C:11]=3[N:10]=2)=[CH:5][CH:4]=1. The yield is 0.761. The reactants are [CH3:1][O:2][C:3]1[N:8]=[CH:7][C:6]([C:9]2[CH:18]=[CH:17][C:16]3[N:15]=[CH:14][C:13]4[CH2:19][N:20]([CH3:37])[C:21](=[O:36])[N:22]([CH:23]5[CH2:28][CH2:27][N:26](C(OC(C)(C)C)=O)[CH2:25][CH2:24]5)[C:12]=4[C:11]=3[N:10]=2)=[CH:5][CH:4]=1.C(Cl)[Cl:39]. (2) The reactants are [CH3:1][C:2]1[CH:3]=[C:4]([Br:9])[CH:5]=[C:6]([CH3:8])[CH:7]=1.C1C(=O)N([Br:17])C(=O)C1. The catalyst is C(Cl)(Cl)(Cl)Cl.[W].C(OOC(=O)C1C=CC=CC=1)(=O)C1C=CC=CC=1. The product is [Br:9][C:4]1[CH:5]=[C:6]([CH3:8])[CH:7]=[C:2]([CH2:1][Br:17])[CH:3]=1. The yield is 0.720. (3) The reactants are [CH:1]([O:4][C:5]1[CH:6]=[CH:7][C:8]([N+:13]([O-])=O)=[C:9]([CH:12]=1)[C:10]#[N:11])([CH3:3])[CH3:2]. The catalyst is C(O)(=O)C.COCCOC. The product is [NH2:13][C:8]1[CH:7]=[CH:6][C:5]([O:4][CH:1]([CH3:3])[CH3:2])=[CH:12][C:9]=1[C:10]#[N:11]. The yield is 0.470.